From a dataset of hERG potassium channel inhibition data for cardiac toxicity prediction from Karim et al.. Regression/Classification. Given a drug SMILES string, predict its toxicity properties. Task type varies by dataset: regression for continuous values (e.g., LD50, hERG inhibition percentage) or binary classification for toxic/non-toxic outcomes (e.g., AMES mutagenicity, cardiotoxicity, hepatotoxicity). Dataset: herg_karim. (1) The compound is CNC(=O)c1ccc(Nc2nccc(-c3cnc(C)n3C(C)C)n2)cc1. The result is 0 (non-blocker). (2) The compound is c1ccc(C(Cc2cccc3c2OCC3)N2CCNCC2)cc1. The result is 0 (non-blocker). (3) The compound is Nc1nccc(-c2c(-c3ccc(F)cc3)ncn2C2CCCCC2)n1. The result is 0 (non-blocker).